This data is from Reaction yield outcomes from USPTO patents with 853,638 reactions. The task is: Predict the reaction yield, written as a fraction of the theoretical maximum amount of product (1.0 means a 100% yield; for example, 0.34 means a 34% yield). (1) The reactants are [Br:1][C:2]1[CH:7]=[CH:6][C:5]([F:8])=[C:4]([N+:9]([O-])=O)[CH:3]=1.[Sn](Cl)Cl.[OH-].[Na+].C(N(CC)CC)C.[C:24](O[C:24]([C:26]([F:29])([F:28])[F:27])=[O:25])([C:26]([F:29])([F:28])[F:27])=[O:25]. The catalyst is CCO.C(OCC)(=O)C. The product is [Br:1][C:2]1[CH:7]=[CH:6][C:5]([F:8])=[C:4]([NH:9][C:24](=[O:25])[C:26]([F:29])([F:28])[F:27])[CH:3]=1. The yield is 0.620. (2) The reactants are Br[C:2]1[CH:7]=[CH:6][CH:5]=[C:4]([Cl:8])[CH:3]=1.C([Li])(C)(C)C.[CH3:14][O:15][C:16]1[CH:17]=[C:18]([CH:27]=[CH:28][CH:29]=1)[CH2:19][N:20]1[CH2:25][CH2:24][C:23](=[O:26])[CH2:22][CH2:21]1. The catalyst is C(OCC)C. The product is [Cl:8][C:4]1[CH:3]=[C:2]([C:23]2([OH:26])[CH2:22][CH2:21][N:20]([CH2:19][C:18]3[CH:27]=[CH:28][CH:29]=[C:16]([O:15][CH3:14])[CH:17]=3)[CH2:25][CH2:24]2)[CH:7]=[CH:6][CH:5]=1. The yield is 0.800. (3) The reactants are [C:1](Cl)([C:14]1[CH:19]=[CH:18][CH:17]=[CH:16][CH:15]=1)([C:8]1[CH:13]=[CH:12][CH:11]=[CH:10][CH:9]=1)[C:2]1[CH:7]=[CH:6][CH:5]=[CH:4][CH:3]=1.[CH2:21]=[C:22]([CH2:25][OH:26])[CH2:23][OH:24].C(N(CC)CC)C.C([O-])(O)=O.[Na+]. The catalyst is C(Cl)Cl.C(OCC)(=O)C. The product is [C:2]1([C:1]([C:14]2[CH:19]=[CH:18][CH:17]=[CH:16][CH:15]=2)([C:8]2[CH:13]=[CH:12][CH:11]=[CH:10][CH:9]=2)[O:24][CH2:23][C:22](=[CH2:21])[CH2:25][OH:26])[CH:7]=[CH:6][CH:5]=[CH:4][CH:3]=1. The yield is 0.620. (4) The reactants are [ClH:1].C([O:9][C:10]1[CH:19]=[C:18]2[C:13]([C:14]([NH:20][C:21]3[CH:26]=[C:25]([O:27][C:28]([O:30][CH3:31])=[O:29])[C:24]([CH3:32])=[CH:23][C:22]=3[F:33])=[N:15][CH:16]=[N:17]2)=[CH:12][C:11]=1[O:34][CH3:35])C1C=CC=CC=1. The catalyst is CN(C=O)C.CO.ClC(Cl)Cl.[Pd]. The product is [ClH:1].[F:33][C:22]1[CH:23]=[C:24]([CH3:32])[C:25]([O:27][C:28]([O:30][CH3:31])=[O:29])=[CH:26][C:21]=1[NH:20][C:14]1[C:13]2[C:18](=[CH:19][C:10]([OH:9])=[C:11]([O:34][CH3:35])[CH:12]=2)[N:17]=[CH:16][N:15]=1. The yield is 0.980. (5) The reactants are [F:1][CH:2]([F:35])[O:3][C:4]1[CH:5]=[C:6]([CH:14]([N:19]2[CH2:27][C:26]3[C:21](=[C:22]([NH:28][C:29]([CH:31]4[CH2:33][CH2:32]4)=[O:30])[CH:23]=[CH:24][CH:25]=3)[C:20]2=[O:34])[CH2:15][C:16]([OH:18])=O)[CH:7]=[CH:8][C:9]=1[O:10][CH:11]([F:13])[F:12].C(N1C=CN=C1)(N1C=CN=C1)=O.[NH2:48][OH:49].O. The catalyst is O1CCCC1. The product is [F:1][CH:2]([F:35])[O:3][C:4]1[CH:5]=[C:6]([CH:14]([N:19]2[C:20](=[O:34])[C:21]3[C:26](=[CH:25][CH:24]=[CH:23][C:22]=3[NH:28][C:29]([CH:31]3[CH2:33][CH2:32]3)=[O:30])[CH2:27]2)[CH2:15][C:16](=[O:18])[NH:48][OH:49])[CH:7]=[CH:8][C:9]=1[O:10][CH:11]([F:13])[F:12]. The yield is 0.460.